From a dataset of Full USPTO retrosynthesis dataset with 1.9M reactions from patents (1976-2016). Predict the reactants needed to synthesize the given product. (1) Given the product [Cl:11][C:12]1[CH:17]=[C:16]([C:2]2[CH:3]=[CH:4][CH:5]=[C:6]3[C:10]=2[NH:9][CH:8]=[CH:7]3)[CH:15]=[CH:14][CH:13]=1, predict the reactants needed to synthesize it. The reactants are: Br[C:2]1[CH:3]=[CH:4][CH:5]=[C:6]2[C:10]=1[NH:9][CH:8]=[CH:7]2.[Cl:11][C:12]1[CH:13]=[C:14](B(O)O)[CH:15]=[CH:16][CH:17]=1. (2) Given the product [C:1]([O-:6])(=[O:5])[C:2]([O-:4])=[O:3].[Ce+3:10].[C:1]([O-:6])(=[O:5])[C:2]([O-:4])=[O:3].[C:1]([O-:6])(=[O:5])[C:2]([O-:4])=[O:3].[Ce+3:10], predict the reactants needed to synthesize it. The reactants are: [C:1]([O-:6])(=[O:5])[C:2]([O-:4])=[O:3].[NH4+].[NH4+].[Cl-].[Ce+3:10].[Cl-].[Cl-].[O-2].[Ce+3].[O-2].[O-2].[Ce+3]. (3) Given the product [Br:1][C:2]1[CH:3]=[C:4]2[C:5](=[CH:6][CH:7]=1)[S:8][CH:38]([C:35]1[CH:34]=[CH:33][C:32]([Br:31])=[CH:37][CH:36]=1)[C:39]([N+:40]([O-:42])=[O:41])=[CH:14]2, predict the reactants needed to synthesize it. The reactants are: [Br:1][C:2]1[CH:7]=[CH:6][C:5]([S:8]C(=O)N(C)C)=[C:4]([CH:14]=O)[CH:3]=1.[OH-].[Na+].C(O)(=O)CC(CC(O)=O)(C(O)=O)O.[Br:31][C:32]1[CH:37]=[CH:36][C:35]([CH:38]=[CH:39][N+:40]([O-:42])=[O:41])=[CH:34][CH:33]=1.N1CCCCC1C(O)=O. (4) Given the product [CH:18]([N:36]([CH:14]([CH3:13])[CH3:9])[CH2:34][CH3:35])([CH3:22])[CH3:19], predict the reactants needed to synthesize it. The reactants are: C1(P(N=[N+]=[N-])([C:9]2[CH:14]=[CH:13]C=CC=2)=O)C=CC=CC=1.[CH2:18]1[CH2:22]OC[CH2:19]1.C(OCC)C.COCCOC.[CH2:34]([N:36](CC)CC)[CH3:35]. (5) Given the product [CH:17]1([N:14]2[CH2:15][CH2:16][N:11]([C:9]([CH:1]3[C:3]4([CH2:8][CH2:7][N:6]([C:22]5[CH:27]=[CH:26][C:25]([O:28][CH3:29])=[CH:24][CH:23]=5)[CH2:5][CH2:4]4)[CH2:2]3)=[O:10])[CH2:12][CH2:13]2)[CH2:18][CH2:19][CH2:20]1, predict the reactants needed to synthesize it. The reactants are: [CH:1]1([C:9]([N:11]2[CH2:16][CH2:15][N:14]([CH:17]3[CH2:20][CH2:19][CH2:18]3)[CH2:13][CH2:12]2)=[O:10])[C:3]2([CH2:8][CH2:7][NH:6][CH2:5][CH2:4]2)[CH2:2]1.Br[C:22]1[CH:27]=[CH:26][C:25]([O:28][CH3:29])=[CH:24][CH:23]=1.C[Si]([N-][Si](C)(C)C)(C)C.[Li+].